This data is from Catalyst prediction with 721,799 reactions and 888 catalyst types from USPTO. The task is: Predict which catalyst facilitates the given reaction. (1) Reactant: [H-].[Na+].[C:3]([O:8][CH2:9][CH3:10])(=[O:7])/[CH:4]=[CH:5]/[CH3:6].CC1C=CC(S([CH2:21][N:22]=C)(=O)=O)=CC=1.[CH2:24](OCC)C. Product: [CH2:9]([O:8][C:3]([C:4]1[C:5]([CH3:24])=[CH:6][NH:22][CH:21]=1)=[O:7])[CH3:10]. The catalyst class is: 16. (2) Reactant: [NH:1]1[C:9]2[C:4](=[CH:5][CH:6]=[CH:7][CH:8]=2)[C:3]([CH:10]=[O:11])=[CH:2]1.[CH3:12][S:13](Cl)(=[O:15])=[O:14].CCN(C(C)C)C(C)C.O. Product: [CH3:12][S:13]([N:1]1[C:9]2[C:4](=[CH:5][CH:6]=[CH:7][CH:8]=2)[C:3]([CH:10]=[O:11])=[CH:2]1)(=[O:15])=[O:14]. The catalyst class is: 4. (3) Reactant: [Br:1][C:2]1[S:6][C:5]([S:7](Cl)(=[O:9])=[O:8])=[CH:4][CH:3]=1.[CH3:11][NH:12][CH3:13].O.C(OCC)(=O)C. Product: [Br:1][C:2]1[S:6][C:5]([S:7]([N:12]([CH3:13])[CH3:11])(=[O:9])=[O:8])=[CH:4][CH:3]=1. The catalyst class is: 7. (4) Reactant: [CH2:1]1[C:7]2[CH:8]=[CH:9][CH:10]=[CH:11][C:6]=2[CH2:5][CH2:4][CH2:3][N:2]1[C:12]1[CH:21]=[C:20]([CH2:22][CH2:23][C:24]([O:26]C)=[O:25])[C:19]2[C:14](=[CH:15][CH:16]=[CH:17][CH:18]=2)[N:13]=1.[OH-].[Na+].Cl. Product: [CH2:1]1[C:7]2[CH:8]=[CH:9][CH:10]=[CH:11][C:6]=2[CH2:5][CH2:4][CH2:3][N:2]1[C:12]1[CH:21]=[C:20]([CH2:22][CH2:23][C:24]([OH:26])=[O:25])[C:19]2[C:14](=[CH:15][CH:16]=[CH:17][CH:18]=2)[N:13]=1. The catalyst class is: 5. (5) Reactant: [Cl:1][C:2]1[CH:10]=[C:9]2[C:5](/[C:6](=[CH:12]/[CH:13]3[CH2:17][CH2:16][CH2:15][CH2:14]3)/[C:7](=[O:11])[NH:8]2)=[CH:4][CH:3]=1.Cl[C:19]([O:21][CH2:22][CH3:23])=[O:20].C(N(CC)CC)C. Product: [CH2:22]([O:21][C:19]([N:8]1[C:9]2[C:5](=[CH:4][CH:3]=[C:2]([Cl:1])[CH:10]=2)/[C:6](=[CH:12]/[CH:13]2[CH2:14][CH2:15][CH2:16][CH2:17]2)/[C:7]1=[O:11])=[O:20])[CH3:23]. The catalyst class is: 4.